This data is from Reaction yield outcomes from USPTO patents with 853,638 reactions. The task is: Predict the reaction yield, written as a fraction of the theoretical maximum amount of product (1.0 means a 100% yield; for example, 0.34 means a 34% yield). The reactants are [NH2:1][C:2]1[C:11]2[C:6](=[CH:7][C:8]([N:12]3[C:20]4[CH2:19][C:18]([CH3:22])([CH3:21])[CH2:17][C:16](=[O:23])[C:15]=4[C:14]([CH3:24])=[CH:13]3)=[CH:9][CH:10]=2)[C:5]([C:25]#[N:26])=[CH:4][N:3]=1.[OH-:27].[Na+].OO.O. The catalyst is CCO.CS(C)=O. The product is [NH2:1][C:2]1[C:11]2[C:6](=[CH:7][C:8]([N:12]3[C:20]4[CH2:19][C:18]([CH3:21])([CH3:22])[CH2:17][C:16](=[O:23])[C:15]=4[C:14]([CH3:24])=[CH:13]3)=[CH:9][CH:10]=2)[C:5]([C:25]([NH2:26])=[O:27])=[CH:4][N:3]=1. The yield is 0.290.